From a dataset of Forward reaction prediction with 1.9M reactions from USPTO patents (1976-2016). Predict the product of the given reaction. The product is: [CH3:19][O:18][C:15]1[CH:16]=[CH:17][C:12]([NH:10][C:7]2[N:8]=[CH:9][C:4]([N+:1]([O-:3])=[O:2])=[CH:5][N:6]=2)=[CH:13][CH:14]=1. Given the reactants [N+:1]([C:4]1[CH:5]=[N:6][C:7]([NH2:10])=[N:8][CH:9]=1)([O-:3])=[O:2].Br[C:12]1[CH:17]=[CH:16][C:15]([O:18][CH3:19])=[CH:14][CH:13]=1.C(=O)([O-])[O-].[Cs+].[Cs+].C1(P(C2C=CC=CC=2)C2C3OC4C(=CC=CC=4P(C4C=CC=CC=4)C4C=CC=CC=4)C(C)(C)C=3C=CC=2)C=CC=CC=1, predict the reaction product.